Dataset: Forward reaction prediction with 1.9M reactions from USPTO patents (1976-2016). Task: Predict the product of the given reaction. The product is: [Cl:1][C:2]1[C:10]2[N:9]=[N:8][N:7]([CH2:11][CH:12]3[CH2:14][CH2:13]3)[C:6]=2[CH:5]=[CH:4][C:3]=1[C:15]1[CH:16]=[CH:17][C:18]([CH:21]=[O:22])=[CH:19][CH:20]=1. Given the reactants [Cl:1][C:2]1[C:10]2[N:9]=[N:8][N:7]([CH2:11][CH:12]3[CH2:14][CH2:13]3)[C:6]=2[CH:5]=[CH:4][C:3]=1[C:15]1[CH:20]=[CH:19][C:18]([CH2:21][OH:22])=[CH:17][CH:16]=1.C(OI(OC(=O)C)C1C=CC=CC=1)(=O)C, predict the reaction product.